Task: Binary Classification. Given a T-cell receptor sequence (or CDR3 region) and an epitope sequence, predict whether binding occurs between them.. Dataset: TCR-epitope binding with 47,182 pairs between 192 epitopes and 23,139 TCRs (1) The epitope is MLNIPSINV. The TCR CDR3 sequence is CASSLAGFGNTIYF. Result: 1 (the TCR binds to the epitope). (2) The epitope is FLNGSCGSV. The TCR CDR3 sequence is CASSEEQLYSGANVLTF. Result: 0 (the TCR does not bind to the epitope). (3) The epitope is PKYVKQNTLKLAT. The TCR CDR3 sequence is CATSDPEGRDTQYF. Result: 1 (the TCR binds to the epitope). (4) The epitope is YLNTLTLAV. The TCR CDR3 sequence is CASSLTGQGGGYTF. Result: 1 (the TCR binds to the epitope). (5) The epitope is TSNQVAVLY. The TCR CDR3 sequence is CAWSSQGLGQPQHF. Result: 0 (the TCR does not bind to the epitope). (6) The epitope is YSEHPTFTSQY. The TCR CDR3 sequence is CASSLGAGEQYF. Result: 0 (the TCR does not bind to the epitope). (7) The epitope is TLIGDCATV. The TCR CDR3 sequence is CSARDAEGQNTGELFF. Result: 0 (the TCR does not bind to the epitope). (8) The epitope is ISPRTLNAW. The TCR CDR3 sequence is CASSPSAAMNTEAFF. Result: 0 (the TCR does not bind to the epitope). (9) The epitope is WICLLQFAY. The TCR CDR3 sequence is CASSLSGYQETQYF. Result: 0 (the TCR does not bind to the epitope).